From a dataset of Catalyst prediction with 721,799 reactions and 888 catalyst types from USPTO. Predict which catalyst facilitates the given reaction. (1) Reactant: [F:1][CH:2]([F:48])[C:3]1[C:8]([F:9])=[C:7]([S:10](=[O:19])(=[O:18])[NH:11][C@@H:12]([CH3:17])[C:13]([F:16])([F:15])[F:14])[CH:6]=[CH:5][C:4]=1[C:20]1[S:24][C:23]([C:25]2[CH:29]=[C:28]([CH2:30][C:31]([CH3:37])([CH3:36])[C:32]([O:34]C)=[O:33])[O:27][N:26]=2)=[N:22][C:21]=1[C:38]([N:40]1[CH2:45][CH2:44][C:43]([F:47])([F:46])[CH2:42][CH2:41]1)=[O:39].O[Li].O. Product: [F:48][CH:2]([F:1])[C:3]1[C:8]([F:9])=[C:7]([S:10](=[O:18])(=[O:19])[NH:11][C@@H:12]([CH3:17])[C:13]([F:14])([F:15])[F:16])[CH:6]=[CH:5][C:4]=1[C:20]1[S:24][C:23]([C:25]2[CH:29]=[C:28]([CH2:30][C:31]([CH3:36])([CH3:37])[C:32]([OH:34])=[O:33])[O:27][N:26]=2)=[N:22][C:21]=1[C:38]([N:40]1[CH2:45][CH2:44][C:43]([F:47])([F:46])[CH2:42][CH2:41]1)=[O:39]. The catalyst class is: 24. (2) Reactant: [CH3:1][N+:2]1([CH2:27][CH2:28][C:29]([O:31][CH2:32][CH2:33][CH2:34][CH2:35][CH2:36][O:37][C:38]([CH2:40][CH2:41][N+:42]2([CH3:67])[CH:51]([CH2:52][C:53]3[CH:54]=[CH:55][C:56]([O:61][CH3:62])=[C:57]([O:59][CH3:60])[CH:58]=3)[C:50]3[CH:49]=[C:48]([O:63][CH3:64])[C:47]([O:65][CH3:66])=[CH:46][C:45]=3[CH2:44][CH2:43]2)=[O:39])=[O:30])[CH:11]([CH2:12][C:13]2[CH:14]=[CH:15][C:16]([O:21][CH3:22])=[C:17]([O:19][CH3:20])[CH:18]=2)[C:10]2[CH:9]=[C:8]([O:23][CH3:24])[C:7]([O:25][CH3:26])=[CH:6][C:5]=2[CH2:4][CH2:3]1.[CH:68]1[CH:69]=[CH:70][C:71]([S:74]([O-:77])(=[O:76])=[O:75])=[CH:72][CH:73]=1.[CH:78]1[CH:79]=[CH:80][C:81]([S:84]([O-:87])(=[O:86])=[O:85])=[CH:82][CH:83]=1.ClCCl.C1(S(O)(=O)=O)C=CC=CC=1. Product: [CH3:67][N@@+:42]1([CH2:41][CH2:40][C:38]([O:37][CH2:36][CH2:35][CH2:34][CH2:33][CH2:32][O:31][C:29]([CH2:28][CH2:27][N@+:2]2([CH3:1])[C@H:11]([CH2:12][C:13]3[CH:14]=[CH:15][C:16]([O:21][CH3:22])=[C:17]([O:19][CH3:20])[CH:18]=3)[C:10]3[CH:9]=[C:8]([O:23][CH3:24])[C:7]([O:25][CH3:26])=[CH:6][C:5]=3[CH2:4][CH2:3]2)=[O:30])=[O:39])[C@H:51]([CH2:52][C:53]2[CH:54]=[CH:55][C:56]([O:61][CH3:62])=[C:57]([O:59][CH3:60])[CH:58]=2)[C:50]2[CH:49]=[C:48]([O:63][CH3:64])[C:47]([O:65][CH3:66])=[CH:46][C:45]=2[CH2:44][CH2:43]1.[CH:68]1[CH:69]=[CH:70][C:71]([S:74]([O-:77])(=[O:76])=[O:75])=[CH:72][CH:73]=1.[CH:78]1[CH:79]=[CH:80][C:81]([S:84]([O-:87])(=[O:86])=[O:85])=[CH:82][CH:83]=1. The catalyst class is: 5.